This data is from Full USPTO retrosynthesis dataset with 1.9M reactions from patents (1976-2016). The task is: Predict the reactants needed to synthesize the given product. (1) Given the product [S:1]1[C:5]2[CH:6]=[CH:7][C:8]([CH2:10][CH2:11][O:12][CH2:13][CH2:14][C:15]([N:17]3[CH2:20][CH:19]([O:21][C:28]([C:29]4[CH:34]=[CH:33][CH:32]=[CH:31][CH:30]=4)([C:41]4[CH:42]=[CH:43][CH:44]=[CH:45][CH:46]=4)[C:35]4[CH:36]=[CH:37][CH:38]=[CH:39][CH:40]=4)[CH2:18]3)=[O:16])=[CH:9][C:4]=2[CH:3]=[CH:2]1, predict the reactants needed to synthesize it. The reactants are: [S:1]1[C:5]2[CH:6]=[CH:7][C:8]([CH2:10][CH2:11][O:12][CH2:13][CH2:14][C:15]([N:17]3[CH2:20][CH:19]([OH:21])[CH2:18]3)=[O:16])=[CH:9][C:4]=2[CH:3]=[CH:2]1.N1C=CC=CC=1.[C:28](Cl)([C:41]1[CH:46]=[CH:45][CH:44]=[CH:43][CH:42]=1)([C:35]1[CH:40]=[CH:39][CH:38]=[CH:37][CH:36]=1)[C:29]1[CH:34]=[CH:33][CH:32]=[CH:31][CH:30]=1.CN(C)C=O. (2) Given the product [C:9]([O:13][C:14]([N:16]1[CH2:21][CH2:20][CH:19]([N:7]2[CH:8]=[C:4]([N+:1]([O-:3])=[O:2])[N:5]=[CH:6]2)[CH2:18][CH2:17]1)=[O:15])([CH3:12])([CH3:10])[CH3:11], predict the reactants needed to synthesize it. The reactants are: [N+:1]([C:4]1[N:5]=[CH:6][NH:7][CH:8]=1)([O-:3])=[O:2].[C:9]([O:13][C:14]([N:16]1[CH2:21][CH2:20][CH:19](OS(C)(=O)=O)[CH2:18][CH2:17]1)=[O:15])([CH3:12])([CH3:11])[CH3:10]. (3) Given the product [CH2:1]([O:8][C:9]1[C:17]([Br:18])=[CH:16][C:12]([C:13]([NH:20][C@@H:21]2[CH2:26][CH2:25][CH2:24][CH2:23][C@H:22]2[OH:27])=[O:15])=[CH:11][N:10]=1)[C:2]1[CH:3]=[CH:4][CH:5]=[CH:6][CH:7]=1, predict the reactants needed to synthesize it. The reactants are: [CH2:1]([O:8][C:9]1[C:17]([Br:18])=[CH:16][C:12]([C:13]([OH:15])=O)=[CH:11][N:10]=1)[C:2]1[CH:7]=[CH:6][CH:5]=[CH:4][CH:3]=1.Cl.[NH2:20][C@@H:21]1[CH2:26][CH2:25][CH2:24][CH2:23][C@H:22]1[OH:27].CN(C(ON1N=NC2C=CC=CC1=2)=[N+](C)C)C.[B-](F)(F)(F)F.C(N(CC)C(C)C)(C)C. (4) Given the product [CH2:8]([O:10][C:11]([C:12]1[CH:13]=[C:14]([CH3:15])[N:1]([C:2]2[CH:3]=[N:4][CH:5]=[CH:6][CH:7]=2)[C:17]=1[C:18]1[CH:19]=[CH:20][CH:21]=[CH:22][CH:23]=1)=[O:25])[CH3:9], predict the reactants needed to synthesize it. The reactants are: [NH2:1][C:2]1[CH:3]=[N:4][CH:5]=[CH:6][CH:7]=1.[CH2:8]([O:10][C:11](=[O:25])[CH:12]([C:17](=O)[C:18]1[CH:23]=[CH:22][CH:21]=[CH:20][CH:19]=1)[CH2:13][C:14](=O)[CH3:15])[CH3:9].CC1C=CC(S(O)(=O)=O)=CC=1. (5) The reactants are: [CH3:1][C:2]1([CH3:21])[C:6](=[O:7])[N:5]([C:8]2[CH:15]=[CH:14][C:11]([C:12]#[N:13])=[C:10]([C:16]([F:19])([F:18])[F:17])[CH:9]=2)[C:4](=[O:20])[NH:3]1.[Br:22][C:23]1[CH:30]=[CH:29][C:28]([O:31][CH3:32])=[CH:27][C:24]=1[CH2:25]Br.C(=O)([O-])[O-].[Cs+].[Cs+]. Given the product [Br:22][C:23]1[CH:30]=[CH:29][C:28]([O:31][CH3:32])=[CH:27][C:24]=1[CH2:25][N:3]1[C:2]([CH3:21])([CH3:1])[C:6](=[O:7])[N:5]([C:8]2[CH:15]=[CH:14][C:11]([C:12]#[N:13])=[C:10]([C:16]([F:19])([F:17])[F:18])[CH:9]=2)[C:4]1=[O:20], predict the reactants needed to synthesize it. (6) Given the product [Cl:1][C:2]1[N:3]=[CH:4][C:5]([C:6]([NH:16][C:15]2[CH:17]=[C:18]([CH3:19])[C:12]([CH3:11])=[CH:13][C:14]=2[N+:20]([O-:22])=[O:21])=[O:7])=[CH:9][CH:10]=1, predict the reactants needed to synthesize it. The reactants are: [Cl:1][C:2]1[CH:10]=[CH:9][C:5]([C:6](Cl)=[O:7])=[CH:4][N:3]=1.[CH3:11][C:12]1[C:18]([CH3:19])=[CH:17][C:15]([NH2:16])=[C:14]([N+:20]([O-:22])=[O:21])[CH:13]=1. (7) The reactants are: [C:1]([N:8]1[CH2:13][CH2:12][NH:11][CH2:10][CH2:9]1)([O:3][C:4]([CH3:7])([CH3:6])[CH3:5])=[O:2].Br[CH2:15][CH2:16][F:17].C(N(CC)C(C)C)(C)C. Given the product [C:4]([O:3][C:1]([N:8]1[CH2:9][CH2:10][N:11]([CH2:15][CH2:16][F:17])[CH2:12][CH2:13]1)=[O:2])([CH3:7])([CH3:6])[CH3:5], predict the reactants needed to synthesize it.